This data is from Reaction yield outcomes from USPTO patents with 853,638 reactions. The task is: Predict the reaction yield, written as a fraction of the theoretical maximum amount of product (1.0 means a 100% yield; for example, 0.34 means a 34% yield). (1) The reactants are C([O:3][C:4]([C:6]1[CH:7]2[N:23]([C:24]([O:26][C:27]([CH3:30])([CH3:29])[CH3:28])=[O:25])[CH:11]([CH2:12][C:13]=1[C:14]1[S:15][CH:16]=[C:17]([CH2:19][CH2:20][CH2:21][OH:22])[N:18]=1)[CH2:10][N:9]([C:31]([O:33][C:34]([CH3:37])([CH3:36])[CH3:35])=[O:32])[CH2:8]2)=[O:5])C.[OH-].[Na+].Cl.N1C=CN=C1.[CH3:46][C:47]([Si:50](Cl)([CH3:52])[CH3:51])([CH3:49])[CH3:48].[NH4+].[Cl-].C([O-])([O-])=O.[K+].[K+]. The catalyst is CCO.CCOC(C)=O.C1COCC1.O.CO. The product is [C:34]([O:33][C:31]([N:9]1[CH2:8][CH:7]2[N:23]([C:24]([O:26][C:27]([CH3:28])([CH3:29])[CH3:30])=[O:25])[CH:11]([CH2:12][C:13]([C:14]3[S:15][CH:16]=[C:17]([CH2:19][CH2:20][CH2:21][O:22][Si:50]([C:47]([CH3:49])([CH3:48])[CH3:46])([CH3:52])[CH3:51])[N:18]=3)=[C:6]2[C:4]([OH:3])=[O:5])[CH2:10]1)=[O:32])([CH3:35])([CH3:37])[CH3:36]. The yield is 0.460. (2) The reactants are [CH2:1]([O:3][C:4]1([C:14]([OH:16])=[O:15])[CH2:13][CH2:12][C:7]2(OCC[O:8]2)[CH2:6][CH2:5]1)[CH3:2].Cl. The catalyst is O1CCOCC1.O. The product is [CH2:1]([O:3][C:4]1([C:14]([OH:16])=[O:15])[CH2:5][CH2:6][C:7](=[O:8])[CH2:12][CH2:13]1)[CH3:2]. The yield is 0.650. (3) The reactants are [NH2:1][C:2]1[CH2:6][CH2:5][C@@H:4]([CH3:7])[C:3]=1[C:8]([O:10]CC)=O.C([O-])=O.[NH4+].[CH:17]([NH2:19])=O. No catalyst specified. The product is [CH3:7][C@H:4]1[C:3]2[C:8]([OH:10])=[N:19][CH:17]=[N:1][C:2]=2[CH2:6][CH2:5]1. The yield is 0.650. (4) The reactants are ClC1C=C([C:9](=[O:17])[CH2:10][C:11]2[CH:16]=[CH:15][CH:14]=[CH:13][CH:12]=2)C=C(Cl)C=1.Br[C:19]1[CH:24]=[C:23]([F:25])[CH:22]=[C:21]([F:26])[CH:20]=1. No catalyst specified. The product is [F:26][C:21]1[CH:20]=[C:19]([C:9](=[O:17])[CH2:10][C:11]2[CH:16]=[CH:15][CH:14]=[CH:13][CH:12]=2)[CH:24]=[C:23]([F:25])[CH:22]=1. The yield is 0.103. (5) The reactants are [CH3:1][C:2]1[NH:3][C:4]2[CH2:5][C:6]([CH3:13])([CH3:12])[CH2:7][C:8](=[O:11])[C:9]=2[CH:10]=1.[O:14]1[CH2:19][CH2:18][N:17]([S:20]([C:23]2[CH:30]=[CH:29][CH:28]=[CH:27][C:24]=2[CH:25]=[O:26])(=[O:22])=[O:21])[CH2:16][CH2:15]1.[OH-].[Na+]. The catalyst is CO.O. The product is [OH:26][CH:25]([C:24]1[CH:27]=[CH:28][CH:29]=[CH:30][C:23]=1[S:20]([N:17]1[CH2:16][CH2:15][O:14][CH2:19][CH2:18]1)(=[O:22])=[O:21])[C:10]1[C:9]2[C:8](=[O:11])[CH2:7][C:6]([CH3:13])([CH3:12])[CH2:5][C:4]=2[NH:3][C:2]=1[CH3:1]. The yield is 0.312. (6) The reactants are [F:1][C:2]1[CH:7]=[CH:6][C:5]([CH2:8][C:9]2[CH:18]=[C:17]3[C:12]([C:13]([OH:32])=[C:14]([C:28](OC)=[O:29])[C:15](=[O:27])[N:16]3[C:19]3[CH:24]=[CH:23][C:22]([O:25][CH3:26])=[CH:21][CH:20]=3)=[N:11][CH:10]=2)=[CH:4][CH:3]=1.[CH3:33][O:34][CH2:35][CH2:36][NH2:37]. No catalyst specified. The product is [F:1][C:2]1[CH:3]=[CH:4][C:5]([CH2:8][C:9]2[CH:18]=[C:17]3[C:12]([C:13]([OH:32])=[C:14]([C:28]([NH:37][CH2:36][CH2:35][O:34][CH3:33])=[O:29])[C:15](=[O:27])[N:16]3[C:19]3[CH:20]=[CH:21][C:22]([O:25][CH3:26])=[CH:23][CH:24]=3)=[N:11][CH:10]=2)=[CH:6][CH:7]=1. The yield is 0.890. (7) The reactants are C([O:3][C:4](=[O:47])[CH2:5][C@@H:6]1[CH2:11][CH2:10][CH2:9][N:8]([C:12]2[C:21]([O:22][CH3:23])=[C:20]3[C:15]([C:16](=[O:45])[C:17]([C:29]([NH:31][CH2:32][C:33]4[CH:38]=[CH:37][C:36]([O:39][C:40]([F:43])([F:42])[F:41])=[CH:35][C:34]=4[CH3:44])=[O:30])=[CH:18][N:19]3[CH2:24][C:25]([F:28])([F:27])[F:26])=[CH:14][C:13]=2[F:46])[CH2:7]1)C.O1CCOCC1.[Li+].[OH-].Cl. The catalyst is C(OCC)(=O)C. The product is [F:46][C:13]1[CH:14]=[C:15]2[C:20](=[C:21]([O:22][CH3:23])[C:12]=1[N:8]1[CH2:9][CH2:10][CH2:11][C@@H:6]([CH2:5][C:4]([OH:47])=[O:3])[CH2:7]1)[N:19]([CH2:24][C:25]([F:28])([F:26])[F:27])[CH:18]=[C:17]([C:29]([NH:31][CH2:32][C:33]1[CH:38]=[CH:37][C:36]([O:39][C:40]([F:41])([F:42])[F:43])=[CH:35][C:34]=1[CH3:44])=[O:30])[C:16]2=[O:45]. The yield is 0.990. (8) The reactants are [N+:1]([C:4]1[CH:18]=[CH:17][CH:16]=[CH:15][C:5]=1[O:6][C:7]1[CH:8]=[C:9]([CH:12]=[CH:13][CH:14]=1)[C:10]#[N:11])([O-])=O.Cl[Sn]Cl. The catalyst is CCO. The product is [NH2:1][C:4]1[CH:18]=[CH:17][CH:16]=[CH:15][C:5]=1[O:6][C:7]1[CH:8]=[C:9]([CH:12]=[CH:13][CH:14]=1)[C:10]#[N:11]. The yield is 0.990.